Dataset: Reaction yield outcomes from USPTO patents with 853,638 reactions. Task: Predict the reaction yield, written as a fraction of the theoretical maximum amount of product (1.0 means a 100% yield; for example, 0.34 means a 34% yield). The reactants are Br[C:2]1[C:3]([N:20]2[CH2:25][CH2:24][CH2:23][C@@H:22]([NH:26]C(=O)OC(C)(C)C)[CH2:21]2)=[C:4]2[C:10]([NH:11][C:12](=[O:19])[C:13]3[CH:18]=[CH:17][CH:16]=[N:15][CH:14]=3)=[CH:9][NH:8][C:5]2=[N:6][CH:7]=1.[Li]C.C([Li])CCC.[Cl-:41].[NH4+]. The catalyst is O1CCOCC1. The product is [ClH:41].[NH2:26][C@@H:22]1[CH2:23][CH2:24][CH2:25][N:20]([C:3]2[CH:2]=[CH:7][N:6]=[C:5]3[NH:8][CH:9]=[C:10]([NH:11][C:12](=[O:19])[C:13]4[CH:18]=[CH:17][CH:16]=[N:15][CH:14]=4)[C:4]=23)[CH2:21]1. The yield is 0.170.